Dataset: Full USPTO retrosynthesis dataset with 1.9M reactions from patents (1976-2016). Task: Predict the reactants needed to synthesize the given product. (1) Given the product [Cl:1][C:2]1[CH:3]=[CH:4][C:5]([C@H:8]2[N:15]3[C:11]([S:12][C:13]([C:19]([N:32]4[CH2:33][CH2:34][NH:29][C:30](=[O:35])[CH2:31]4)=[O:21])=[C:14]3[CH:16]3[CH2:17][CH2:18]3)=[N:10][C@H:9]2[C:22]2[CH:23]=[CH:24][C:25]([Cl:28])=[CH:26][CH:27]=2)=[CH:6][CH:7]=1, predict the reactants needed to synthesize it. The reactants are: [Cl:1][C:2]1[CH:7]=[CH:6][C:5]([C@H:8]2[N:15]3[C:11]([S:12][C:13]([C:19]([OH:21])=O)=[C:14]3[CH:16]3[CH2:18][CH2:17]3)=[N:10][C@H:9]2[C:22]2[CH:27]=[CH:26][C:25]([Cl:28])=[CH:24][CH:23]=2)=[CH:4][CH:3]=1.[NH:29]1[CH2:34][CH2:33][NH:32][CH2:31][C:30]1=[O:35]. (2) Given the product [CH:1]1([CH:7]2[CH2:19][C:18]3[C:17]4[C:12](=[CH:13][CH:14]=[C:15]([C:20]([N:22]([CH2:24][C:25]([NH:27][CH:28]5[CH2:29][CH2:30]5)=[O:26])[CH3:23])=[O:21])[CH:16]=4)[N:11]([S:34]([CH3:33])(=[O:36])=[O:35])[C:10]=3[CH2:9][CH2:8]2)[CH2:2][CH2:3][CH2:4][CH2:5][CH2:6]1, predict the reactants needed to synthesize it. The reactants are: [CH:1]1([CH:7]2[CH2:19][C:18]3[C:17]4[C:12](=[CH:13][CH:14]=[C:15]([C:20]([N:22]([CH2:24][C:25]([NH:27][CH:28]5[CH2:30][CH2:29]5)=[O:26])[CH3:23])=[O:21])[CH:16]=4)[NH:11][C:10]=3[CH2:9][CH2:8]2)[CH2:6][CH2:5][CH2:4][CH2:3][CH2:2]1.[H-].[Na+].[CH3:33][S:34](Cl)(=[O:36])=[O:35]. (3) Given the product [Cl:22][C:10]1[CH:9]=[C:5]([CH:4]=[C:3]([C:11]([F:12])([F:13])[F:14])[C:2]=1[OH:1])[C:6]([OH:8])=[O:7], predict the reactants needed to synthesize it. The reactants are: [OH:1][C:2]1[CH:10]=[CH:9][C:5]([C:6]([OH:8])=[O:7])=[CH:4][C:3]=1[C:11]([F:14])([F:13])[F:12].C(O)(=O)C.S(Cl)([Cl:22])(=O)=O. (4) Given the product [F:31][C:32]([F:37])([F:36])[C:33]([OH:35])=[O:34].[F:31][C:32]([F:37])([F:36])[C:33]([OH:35])=[O:34].[NH:7]([CH2:14][C:15]([NH:16][C:17]1[CH:22]=[CH:21][C:20]([C:23]2[CH:24]=[CH:25][N:26]=[CH:27][CH:28]=2)=[CH:19][CH:18]=1)=[O:29])[C:8]1[CH:13]=[CH:12][CH:11]=[CH:10][CH:9]=1, predict the reactants needed to synthesize it. The reactants are: C(OC(=O)[N:7]([CH2:14][C:15](=[O:29])[NH:16][C:17]1[CH:22]=[CH:21][C:20]([C:23]2[CH:28]=[CH:27][N:26]=[CH:25][CH:24]=2)=[CH:19][CH:18]=1)[C:8]1[CH:13]=[CH:12][CH:11]=[CH:10][CH:9]=1)(C)(C)C.[F:31][C:32]([F:37])([F:36])[C:33]([OH:35])=[O:34]. (5) Given the product [CH:10]1([N:13]2[C:17]([C:18]3[CH:19]=[C:20]([CH:24]4[CH2:33][C:32]([CH3:34])([CH3:35])[C:31]5[C:26](=[CH:27][CH:28]=[C:29]([C:36]([NH:9][S:6]([CH:3]6[CH2:5][CH2:4]6)(=[O:8])=[O:7])=[O:37])[CH:30]=5)[NH:25]4)[CH:21]=[CH:22][CH:23]=3)=[N:16][N:15]=[N:14]2)[CH2:12][CH2:11]1, predict the reactants needed to synthesize it. The reactants are: [H-].[Na+].[CH:3]1([S:6]([NH2:9])(=[O:8])=[O:7])[CH2:5][CH2:4]1.[CH:10]1([N:13]2[C:17]([C:18]3[CH:19]=[C:20]([CH:24]4[CH2:33][C:32]([CH3:35])([CH3:34])[C:31]5[C:26](=[CH:27][CH:28]=[C:29]([C:36](O)=[O:37])[CH:30]=5)[NH:25]4)[CH:21]=[CH:22][CH:23]=3)=[N:16][N:15]=[N:14]2)[CH2:12][CH2:11]1.C(N1C=CN=C1)(N1C=CN=C1)=O. (6) Given the product [NH3:4].[CH:1]([N:4]1[CH2:9][CH2:8][CH:7]([O:10][C:11]2[CH:16]=[CH:15][C:14]([C:17]3([CH2:23][NH:24][C:37](=[O:38])[O:36][C:32]([CH3:35])([CH3:34])[CH3:33])[CH2:18][CH2:19][O:20][CH2:21][CH2:22]3)=[CH:13][CH:12]=2)[CH2:6][CH2:5]1)([CH3:3])[CH3:2], predict the reactants needed to synthesize it. The reactants are: [CH:1]([N:4]1[CH2:9][CH2:8][CH:7]([O:10][C:11]2[CH:16]=[CH:15][C:14]([C:17]3([CH2:23][NH2:24])[CH2:22][CH2:21][O:20][CH2:19][CH2:18]3)=[CH:13][CH:12]=2)[CH2:6][CH2:5]1)([CH3:3])[CH3:2].C(N(CC)CC)C.[C:32]([O:36][C:37](O[C:37]([O:36][C:32]([CH3:35])([CH3:34])[CH3:33])=[O:38])=[O:38])([CH3:35])([CH3:34])[CH3:33]. (7) Given the product [F:15][C:12]1[CH:13]=[CH:14][C:9]([C@H:6]([O:7][CH3:8])[CH2:5][C@@H:4]([C:3]([O:2][CH3:1])=[O:19])[CH2:16][CH2:17][N:30]2[CH2:29][CH2:28][N:27]([C:25]([O:24][C:20]([CH3:23])([CH3:22])[CH3:21])=[O:26])[CH2:32][CH2:31]2)=[CH:10][CH:11]=1, predict the reactants needed to synthesize it. The reactants are: [CH3:1][O:2][C:3](=[O:19])[C@H:4]([CH2:16][CH:17]=O)[CH2:5][C@H:6]([C:9]1[CH:14]=[CH:13][C:12]([F:15])=[CH:11][CH:10]=1)[O:7][CH3:8].[C:20]([O:24][C:25]([N:27]1[CH2:32][CH2:31][NH:30][CH2:29][CH2:28]1)=[O:26])([CH3:23])([CH3:22])[CH3:21].[BH-](OC(C)=O)(OC(C)=O)OC(C)=O.[Na+].CC(O)=O.